Dataset: Reaction yield outcomes from USPTO patents with 853,638 reactions. Task: Predict the reaction yield, written as a fraction of the theoretical maximum amount of product (1.0 means a 100% yield; for example, 0.34 means a 34% yield). (1) The reactants are [Cl:1][C:2]1[CH:3]=[C:4]([CH:7]=[C:8]([N+:10]([O-:12])=[O:11])[CH:9]=1)[CH:5]=O.[NH2:13][C:14]1[CH:23]=[CH:22][C:17]([C:18]([O:20][CH3:21])=[O:19])=[CH:16][CH:15]=1. The catalyst is C(O)C. The product is [Cl:1][C:2]1[CH:3]=[C:4]([CH:7]=[C:8]([N+:10]([O-:12])=[O:11])[CH:9]=1)/[CH:5]=[N:13]/[C:14]1[CH:15]=[CH:16][C:17]([C:18]([O:20][CH3:21])=[O:19])=[CH:22][CH:23]=1. The yield is 0.540. (2) The reactants are [CH3:1][O:2][C:3](=[O:18])[CH2:4][C:5]1[C:14]([Cl:15])=[CH:13][CH:12]=[C:11]2[C:6]=1[CH:7]=[C:8]([CH2:16]Br)[N:9]=[CH:10]2.[CH3:19][NH:20][CH3:21]. The catalyst is C1COCC1. The product is [CH3:1][O:2][C:3](=[O:18])[CH2:4][C:5]1[C:14]([Cl:15])=[CH:13][CH:12]=[C:11]2[C:6]=1[CH:7]=[C:8]([CH2:16][N:20]([CH3:21])[CH3:19])[N:9]=[CH:10]2. The yield is 1.00. (3) The yield is 0.710. The catalyst is CN(C=O)C. The product is [F:2][C@H:3]1[CH2:7][CH2:6][N:5]([C:9]2[CH:10]=[CH:11][C:12]3[S:19](=[O:21])(=[O:20])[N:18]4[CH2:22][C@H:15]([CH2:16][CH2:17]4)[NH:14][C:13]=3[N:23]=2)[CH2:4]1. The reactants are Cl.[F:2][C@H:3]1[CH2:7][CH2:6][NH:5][CH2:4]1.Cl[C:9]1[CH:10]=[CH:11][C:12]2[S:19](=[O:21])(=[O:20])[N:18]3[CH2:22][C@H:15]([CH2:16][CH2:17]3)[NH:14][C:13]=2[N:23]=1.C(=O)([O-])[O-].[Na+].[Na+]. (4) The reactants are [Cl:1][C:2]1[CH:8]=[CH:7][C:5]([NH2:6])=[C:4]([N:9]2[CH2:14][CH2:13][N:12]([CH2:15][CH2:16][C:17]([F:20])([F:19])[F:18])[CH2:11][CH2:10]2)[CH:3]=1.C(OC([N:28]1[CH2:36][C:35]2[C:30](=[CH:31][CH:32]=[C:33]([C:37](O)=[O:38])[CH:34]=2)[CH2:29]1)=O)(C)(C)C.CN(C(ON1N=NC2C=CC=NC1=2)=[N+](C)C)C.F[P-](F)(F)(F)(F)F.CCN(C(C)C)C(C)C. The catalyst is CN(C=O)C. The product is [Cl:1][C:2]1[CH:8]=[CH:7][C:5]([NH:6][C:37]([C:33]2[CH:34]=[C:35]3[C:30](=[CH:31][CH:32]=2)[CH2:29][NH:28][CH2:36]3)=[O:38])=[C:4]([N:9]2[CH2:14][CH2:13][N:12]([CH2:15][CH2:16][C:17]([F:19])([F:18])[F:20])[CH2:11][CH2:10]2)[CH:3]=1. The yield is 0.679. (5) The reactants are [Cl:1][C:2]1[C:3]([F:11])=[C:4]([C:7]([F:10])=[CH:8][CH:9]=1)[CH:5]=[O:6].[CH:12]([Mg]Br)=[CH2:13]. The catalyst is C1COCC1. The product is [Cl:1][C:2]1[C:3]([F:11])=[C:4]([CH:5]([OH:6])[CH:12]=[CH2:13])[C:7]([F:10])=[CH:8][CH:9]=1. The yield is 0.980. (6) The reactants are [O:1]1[CH2:29][C@:2]1([CH3:30])[CH2:3][O:4][C:5]1[CH:10]=[CH:9][C:8]([N:11]2[CH2:16][CH2:15][CH:14]([O:17][C:18]3[CH:23]=[CH:22][C:21]([O:24][C:25]([F:28])([F:27])[F:26])=[CH:20][CH:19]=3)[CH2:13][CH2:12]2)=[CH:7][CH:6]=1.Cl[C:32]1[NH:33][CH:34]=[C:35]([N+:37]([O-:39])=[O:38])[N:36]=1.C([O-])(=O)C.[Na+].C(OC(C)(C)C)(=O)C.[OH-].[Na+]. The catalyst is C(OCC)(=O)C.O.CO. The product is [CH3:30][C@@:2]1([CH2:3][O:4][C:5]2[CH:6]=[CH:7][C:8]([N:11]3[CH2:16][CH2:15][CH:14]([O:17][C:18]4[CH:19]=[CH:20][C:21]([O:24][C:25]([F:26])([F:28])[F:27])=[CH:22][CH:23]=4)[CH2:13][CH2:12]3)=[CH:9][CH:10]=2)[O:1][C:32]2=[N:36][C:35]([N+:37]([O-:39])=[O:38])=[CH:34][N:33]2[CH2:29]1. The yield is 0.730. (7) The reactants are Cl/[C:2](=[N:8]\[NH:9][C:10]1[CH:15]=[C:14]([Cl:16])[CH:13]=[CH:12][C:11]=1[N+:17]([O-:19])=[O:18])/[C:3]([O:5][CH2:6][CH3:7])=[O:4].[NH3:20]. The catalyst is C1COCC1. The product is [NH2:20]/[C:2](=[N:8]\[NH:9][C:10]1[CH:15]=[C:14]([Cl:16])[CH:13]=[CH:12][C:11]=1[N+:17]([O-:19])=[O:18])/[C:3]([O:5][CH2:6][CH3:7])=[O:4]. The yield is 1.00. (8) The reactants are Br[C:2]1[CH:7]=[C:6]([CH3:8])[C:5]([OH:9])=[C:4]([CH3:10])[CH:3]=1.[CH:11]([C:13]1[CH:14]=[C:15](B(O)O)[CH:16]=[CH:17][CH:18]=1)=[O:12].C(=O)([O-])[O-].[Na+].[Na+]. The catalyst is CN(C=O)C.C(OCC)(=O)C.O.Cl[Pd](Cl)([P](C1C=CC=CC=1)(C1C=CC=CC=1)C1C=CC=CC=1)[P](C1C=CC=CC=1)(C1C=CC=CC=1)C1C=CC=CC=1. The product is [OH:9][C:5]1[C:6]([CH3:8])=[CH:7][C:2]([C:17]2[CH:16]=[CH:15][CH:14]=[C:13]([CH:11]=[O:12])[CH:18]=2)=[CH:3][C:4]=1[CH3:10]. The yield is 0.100.